Dataset: Forward reaction prediction with 1.9M reactions from USPTO patents (1976-2016). Task: Predict the product of the given reaction. (1) Given the reactants Cl.[Cl:2][CH2:3][CH2:4][CH2:5][CH:6]([C:18]1[CH:23]=[CH:22][CH:21]=[C:20]([F:24])[CH:19]=1)[C:7]([NH:9][NH:10]C(OC(C)(C)C)=O)=[O:8], predict the reaction product. The product is: [ClH:2].[Cl:2][CH2:3][CH2:4][CH2:5][CH:6]([C:18]1[CH:23]=[CH:22][CH:21]=[C:20]([F:24])[CH:19]=1)[C:7]([NH:9][NH2:10])=[O:8]. (2) Given the reactants [CH3:1][C@@H:2]1[CH2:6][S:5](=[O:8])(=[O:7])[NH:4][CH2:3]1.Br[C:10]1[CH:15]=[CH:14][C:13]([C:16]([N:18]2[CH2:23][CH2:22][N:21]([C:24]3[C:29]([CH3:30])=[CH:28][C:27]([CH3:31])=[C:26]([CH3:32])[N:25]=3)[CH2:20][CH2:19]2)=[O:17])=[C:12]([F:33])[CH:11]=1, predict the reaction product. The product is: [F:33][C:12]1[CH:11]=[C:10]([N:4]2[CH2:3][C@H:2]([CH3:1])[CH2:6][S:5]2(=[O:8])=[O:7])[CH:15]=[CH:14][C:13]=1[C:16]([N:18]1[CH2:19][CH2:20][N:21]([C:24]2[C:29]([CH3:30])=[CH:28][C:27]([CH3:31])=[C:26]([CH3:32])[N:25]=2)[CH2:22][CH2:23]1)=[O:17]. (3) The product is: [NH2:18][C:10]1[N:11]([C:12]2[CH:13]=[CH:14][CH:15]=[CH:16][CH:17]=2)[C:20](=[O:23])[CH:21]=[CH:22][C:9]=1[C:8](=[O:19])[C:5]1[CH:6]=[CH:7][C:2]([F:1])=[CH:3][CH:4]=1. Given the reactants [F:1][C:2]1[CH:7]=[CH:6][C:5]([C:8](=[O:19])[CH2:9][C:10](=[NH:18])[NH:11][C:12]2[CH:17]=[CH:16][CH:15]=[CH:14][CH:13]=2)=[CH:4][CH:3]=1.[C:20](OC)(=[O:23])[C:21]#[CH:22], predict the reaction product. (4) Given the reactants [Cl:1][C:2]1[N:10](CC=C)[C:9]2[C:8](=[O:14])[NH:7][C:6](=[O:15])[N:5]([CH2:16][CH2:17][CH2:18][CH2:19][CH3:20])[C:4]=2[N:3]=1.Br[CH2:22][CH2:23][CH2:24][CH2:25][CH:26]1[CH2:30][CH2:29][N:28]([CH2:31][C:32]2[CH:37]=[CH:36][CH:35]=[CH:34][CH:33]=2)[C:27]1=[O:38].C(=O)([O-])[O-].[K+].[K+].N1CCOCC1, predict the reaction product. The product is: [Cl:1][C:2]1[NH:10][C:9]2[C:8](=[O:14])[N:7]([CH2:22][CH2:23][CH2:24][CH2:25][CH:26]3[CH2:30][CH2:29][N:28]([CH2:31][C:32]4[CH:33]=[CH:34][CH:35]=[CH:36][CH:37]=4)[C:27]3=[O:38])[C:6](=[O:15])[N:5]([CH2:16][CH2:17][CH2:18][CH2:19][CH3:20])[C:4]=2[N:3]=1. (5) Given the reactants [C:1]([C:5]1[S:6][CH:7]=[C:8]([CH2:10]P(=O)(OCC)OCC)[N:9]=1)([CH3:4])([CH3:3])[CH3:2].[H-].[Na+].[CH3:21][O:22][CH2:23][O:24][C:25]1[C:29]([CH:30]=O)=[CH:28][N:27]([C:32]2[CH:37]=[CH:36][CH:35]=[CH:34][CH:33]=2)[N:26]=1.O, predict the reaction product. The product is: [C:1]([C:5]1[S:6][CH:7]=[C:8](/[CH:10]=[CH:30]/[C:29]2[C:25]([O:24][CH2:23][O:22][CH3:21])=[N:26][N:27]([C:32]3[CH:37]=[CH:36][CH:35]=[CH:34][CH:33]=3)[CH:28]=2)[N:9]=1)([CH3:2])([CH3:3])[CH3:4].